Dataset: Catalyst prediction with 721,799 reactions and 888 catalyst types from USPTO. Task: Predict which catalyst facilitates the given reaction. (1) Reactant: [F:1][C:2]1[CH:7]=[CH:6][CH:5]=[CH:4][C:3]=1[C:8]1([CH2:28][CH2:29][OH:30])[O:13][C:12](=[O:14])[N:11]([C:15]2[CH:20]=[CH:19][CH:18]=[C:17]([C:21]3[CH:26]=[CH:25][C:24]([F:27])=[CH:23][CH:22]=3)[N:16]=2)[CH2:10][CH2:9]1.[OH:31]O. Product: [F:27][C:24]1[CH:23]=[CH:22][C:21]([C:17]2[CH:18]=[CH:19][CH:20]=[C:15]([N:11]3[CH2:10][CH2:9][C:8]([C:3]4[CH:4]=[CH:5][CH:6]=[CH:7][C:2]=4[F:1])([CH2:28][CH2:29][OH:30])[O:13][C:12]3=[O:14])[N+:16]=2[O-:31])=[CH:26][CH:25]=1. The catalyst class is: 15. (2) Product: [Cl:1][C:2]1[CH:3]=[CH:4][C:5]([C:25]#[N:26])=[C:6]([C:8]2[C:13]([O:14][CH3:15])=[CH:12][N:11]([CH:16]([CH2:20][CH2:21][O:22][CH3:23])[C:17]([NH:27][C:28]3[CH:29]=[CH:30][C:31]([C:32]([O:34][CH2:35][CH3:36])=[O:33])=[CH:37][CH:38]=3)=[O:18])[C:10](=[O:24])[CH:9]=2)[CH:7]=1. The catalyst class is: 9. Reactant: [Cl:1][C:2]1[CH:3]=[CH:4][C:5]([C:25]#[N:26])=[C:6]([C:8]2[C:13]([O:14][CH3:15])=[CH:12][N:11]([CH:16]([CH2:20][CH2:21][O:22][CH3:23])[C:17](O)=[O:18])[C:10](=[O:24])[CH:9]=2)[CH:7]=1.[NH2:27][C:28]1[CH:38]=[CH:37][C:31]([C:32]([O:34][CH2:35][CH3:36])=[O:33])=[CH:30][CH:29]=1.CC(C)N=C=NC(C)C. (3) Reactant: [NH2:1][C:2]1[CH:10]=[C:9]2[C:5]([C:6]([CH3:15])([CH3:14])[CH2:7][N:8]2[C:11](=[O:13])[CH3:12])=[CH:4][CH:3]=1.[C:16]12[C:22](=[CH:23][CH:24]=[CH:25][CH:26]=1)[NH:21]C(=O)O[C:17]2=[O:18].C([O-])(O)=O.[Na+]. Product: [C:11]([N:8]1[C:9]2[C:5](=[CH:4][CH:3]=[C:2]([NH:1][C:17](=[O:18])[C:16]3[CH:26]=[CH:25][CH:24]=[CH:23][C:22]=3[NH2:21])[CH:10]=2)[C:6]([CH3:15])([CH3:14])[CH2:7]1)(=[O:13])[CH3:12]. The catalyst class is: 16. (4) Reactant: [Cl:1][C:2]1[CH:7]=[CH:6][N:5]=[C:4]([C:8]([CH:12]2[CH2:14][CH2:13]2)=[CH:9][O:10]C)[C:3]=1[CH3:15].S(=O)(=O)(O)O. Product: [Cl:1][C:2]1[CH:7]=[CH:6][N:5]=[C:4]([CH:8]([CH:12]2[CH2:14][CH2:13]2)[CH:9]=[O:10])[C:3]=1[CH3:15]. The catalyst class is: 1. (5) Reactant: C(OC([N:8]([CH2:37][CH2:38][C:39]([OH:41])=[O:40])[CH2:9][C:10]([N:12]1[C:20]2[C:15](=[CH:16][C:17]([O:21][CH2:22][C:23]3[CH:28]=[CH:27][C:26]([C:29]4([CH3:32])[CH2:31][CH2:30]4)=[C:25]([C:33]([F:36])([F:35])[F:34])[CH:24]=3)=[CH:18][CH:19]=2)[CH2:14][CH2:13]1)=[O:11])=O)(C)(C)C.C(O)(C(F)(F)F)=O. The catalyst class is: 4. Product: [CH3:32][C:29]1([C:26]2[CH:27]=[CH:28][C:23]([CH2:22][O:21][C:17]3[CH:16]=[C:15]4[C:20](=[CH:19][CH:18]=3)[N:12]([C:10](=[O:11])[CH2:9][NH:8][CH2:37][CH2:38][C:39]([OH:41])=[O:40])[CH2:13][CH2:14]4)=[CH:24][C:25]=2[C:33]([F:36])([F:34])[F:35])[CH2:31][CH2:30]1. (6) Reactant: C[Al](C)C.[NH2:5][CH2:6][CH:7]1[CH2:9][CH2:8]1.C[O:11][C:12](=O)[C:13]1[CH:18]=[CH:17][C:16]([O:19][CH2:20][C:21]2[C:22]([C:28]3[CH:33]=[CH:32][C:31]([F:34])=[CH:30][CH:29]=3)=[N:23][O:24][C:25]=2[CH2:26][OH:27])=[N:15][CH:14]=1.C1(C)C=CC=CC=1. Product: [CH:7]1([CH2:6][NH:5][C:12](=[O:11])[C:13]2[CH:18]=[CH:17][C:16]([O:19][CH2:20][C:21]3[C:22]([C:28]4[CH:29]=[CH:30][C:31]([F:34])=[CH:32][CH:33]=4)=[N:23][O:24][C:25]=3[CH2:26][OH:27])=[N:15][CH:14]=2)[CH2:9][CH2:8]1. The catalyst class is: 12. (7) The catalyst class is: 103. Product: [F:32][C:33]1[CH:38]=[CH:37][C:36]([C:12]2[N:17]=[C:16]3[N:18]([CH2:21][C:22]4[CH:23]=[C:24]5[C:29](=[CH:30][CH:31]=4)[N:28]=[CH:27][CH:26]=[CH:25]5)[N:19]=[N:20][C:15]3=[CH:14][CH:13]=2)=[CH:35][CH:34]=1. Reactant: FC1C=C([C:12]2[N:17]=[C:16]3[N:18]([CH2:21][C:22]4[CH:23]=[C:24]5[C:29](=[CH:30][CH:31]=4)[N:28]=[CH:27][CH:26]=[CH:25]5)[N:19]=[N:20][C:15]3=[CH:14][CH:13]=2)C=CC=1C(NC)=O.[F:32][C:33]1[CH:38]=[CH:37][C:36](B(O)O)=[CH:35][CH:34]=1.C(=O)([O-])[O-].[K+].[K+].O1CCOCC1. (8) Reactant: P(Cl)(Cl)(Cl)=O.[N:6]1[CH:11]=[CH:10][C:9]([C:12](=O)[CH3:13])=[CH:8][CH:7]=1.[ClH:15].NO.C([O-])(O)=O.[Na+].C[N:24]([CH:26]=O)C. Product: [Cl:15]/[C:12](/[C:9]1[CH:10]=[CH:11][N:6]=[CH:7][CH:8]=1)=[CH:13]/[C:26]#[N:24]. The catalyst class is: 25. (9) The catalyst class is: 3. Reactant: Cl[CH2:2][C:3]1[CH:4]=[C:5]([CH:39]=[CH:40][CH:41]=1)[C:6]([NH:8][C:9]1[S:10][C:11]2[CH2:38][CH2:37][CH2:36][CH2:35][C:12]=2[C:13]=1[C:14]([NH:16][C:17]1[CH:22]=[CH:21][C:20]([CH2:23][CH2:24][C:25]2[CH:34]=[CH:33][C:28]([C:29]([O:31][CH3:32])=[O:30])=[CH:27][CH:26]=2)=[CH:19][CH:18]=1)=[O:15])=[O:7].[C:42]([O:46][C:47](=[O:55])[NH:48][CH2:49][CH2:50][NH:51][CH:52]1[CH2:54][CH2:53]1)([CH3:45])([CH3:44])[CH3:43].C(=O)([O-])[O-].[K+].[K+]. Product: [C:42]([O:46][C:47]([NH:48][CH2:49][CH2:50][N:51]([CH2:2][C:3]1[CH:4]=[C:5]([CH:39]=[CH:40][CH:41]=1)[C:6]([NH:8][C:9]1[S:10][C:11]2[CH2:38][CH2:37][CH2:36][CH2:35][C:12]=2[C:13]=1[C:14]([NH:16][C:17]1[CH:22]=[CH:21][C:20]([CH2:23][CH2:24][C:25]2[CH:34]=[CH:33][C:28]([C:29]([O:31][CH3:32])=[O:30])=[CH:27][CH:26]=2)=[CH:19][CH:18]=1)=[O:15])=[O:7])[CH:52]1[CH2:53][CH2:54]1)=[O:55])([CH3:45])([CH3:43])[CH3:44].